This data is from Forward reaction prediction with 1.9M reactions from USPTO patents (1976-2016). The task is: Predict the product of the given reaction. (1) Given the reactants C([O:5][C:6](=[O:39])[CH2:7][CH2:8][C:9]1[CH:14]=[C:13]([Cl:15])[C:12]([C:16]2[NH:20][C:19]3[CH:21]=[C:22]([C:25](=[O:37])[NH:26][C:27]4[CH:36]=[CH:35][C:34]5[C:29](=[CH:30][CH:31]=[CH:32][CH:33]=5)[N:28]=4)[CH:23]=[CH:24][C:18]=3[N:17]=2)=[C:11]([Cl:38])[CH:10]=1)(C)(C)C, predict the reaction product. The product is: [Cl:15][C:13]1[CH:14]=[C:9]([CH2:8][CH2:7][C:6]([OH:39])=[O:5])[CH:10]=[C:11]([Cl:38])[C:12]=1[C:16]1[NH:20][C:19]2[CH:21]=[C:22]([C:25](=[O:37])[NH:26][C:27]3[CH:36]=[CH:35][C:34]4[C:29](=[CH:30][CH:31]=[CH:32][CH:33]=4)[N:28]=3)[CH:23]=[CH:24][C:18]=2[N:17]=1.[ClH:15]. (2) Given the reactants [NH:1]1[C:5]2=[N:6][CH:7]=[C:8]([C:10]3[CH:11]=[C:12]([CH:17]=[CH:18][CH:19]=3)[C:13]([O:15][CH3:16])=[O:14])[CH:9]=[C:4]2[CH:3]=[N:2]1.C1C(=O)N([I:27])C(=O)C1, predict the reaction product. The product is: [I:27][C:3]1[C:4]2[C:5](=[N:6][CH:7]=[C:8]([C:10]3[CH:11]=[C:12]([CH:17]=[CH:18][CH:19]=3)[C:13]([O:15][CH3:16])=[O:14])[CH:9]=2)[NH:1][N:2]=1. (3) Given the reactants [C:1]([O:5][C:6]([NH:8][C:9]1[S:13][C:12]([C:14]2[C:19]([F:20])=[CH:18][CH:17]=[CH:16][C:15]=2[F:21])=[N:11][C:10]=1[C:22]([O:24]C)=[O:23])=[O:7])([CH3:4])([CH3:3])[CH3:2].O.[OH-].[Li+].O.Cl, predict the reaction product. The product is: [C:1]([O:5][C:6]([NH:8][C:9]1[S:13][C:12]([C:14]2[C:15]([F:21])=[CH:16][CH:17]=[CH:18][C:19]=2[F:20])=[N:11][C:10]=1[C:22]([OH:24])=[O:23])=[O:7])([CH3:4])([CH3:2])[CH3:3]. (4) Given the reactants [CH2:1]([O:8][C:9]1[CH:14]=[C:13](Br)[CH:12]=[C:11]([N+:16]([O-:18])=[O:17])[C:10]=1[CH3:19])[C:2]1[CH:7]=[CH:6][CH:5]=[CH:4][CH:3]=1.[C:20]([Cu])#[N:21].C(NC1C=CC=CC=1)#N, predict the reaction product. The product is: [CH2:1]([O:8][C:9]1[CH:14]=[C:13]([CH:12]=[C:11]([N+:16]([O-:18])=[O:17])[C:10]=1[CH3:19])[C:20]#[N:21])[C:2]1[CH:7]=[CH:6][CH:5]=[CH:4][CH:3]=1. (5) Given the reactants [Cl:1][C:2]1[C:6]([C:7](N(OC)C)=[O:8])=[CH:5][N:4]([CH2:13][C:14]2[CH:19]=[CH:18][C:17]([O:20][CH3:21])=[CH:16][CH:15]=2)[N:3]=1.[CH3:22][Mg]Br.Cl, predict the reaction product. The product is: [Cl:1][C:2]1[C:6]([C:7](=[O:8])[CH3:22])=[CH:5][N:4]([CH2:13][C:14]2[CH:15]=[CH:16][C:17]([O:20][CH3:21])=[CH:18][CH:19]=2)[N:3]=1. (6) The product is: [O:11]1[C:12]2=[CH:13][CH:14]=[CH:19][C:18]2=[CH:17][CH:16]=[C:15]1[N:6]1[C:7]2=[N:8][CH:9]=[CH:10][CH:2]=[C:3]2[CH:4]=[CH:5]1. Given the reactants Cl[C:2]1[CH:10]=[CH:9][N:8]=[C:7]2[C:3]=1[CH:4]=[CH:5][NH:6]2.[O:11]1[C:15]2[CH:16]=[CH:17][CH:18]=[CH:19][C:14]=2[CH:13]=[C:12]1B(O)O.[F-].[K+].C(P(C(C)(C)C)C(C)(C)C)(C)(C)C, predict the reaction product. (7) Given the reactants [NH2:1][C:2]1[CH:7]=[CH:6][C:5]([C:8]2[C:16]3[C:11](=[N:12][CH:13]=[N:14][C:15]=3[NH2:17])[N:10]([C@H:18]3[CH2:23][CH2:22][C@@H:21]([N:24]4[CH2:29][CH2:28][N:27]([CH3:30])[CH2:26][CH2:25]4)[CH2:20][CH2:19]3)[N:9]=2)=[CH:4][C:3]=1[O:31][CH3:32].C(N(CC)CC)C.[C:40](Cl)(=[O:49])[CH2:41][CH2:42][C:43]1[CH:48]=[CH:47][CH:46]=[CH:45][CH:44]=1, predict the reaction product. The product is: [NH2:17][C:15]1[N:14]=[CH:13][N:12]=[C:11]2[N:10]([C@H:18]3[CH2:23][CH2:22][C@@H:21]([N:24]4[CH2:25][CH2:26][N:27]([CH3:30])[CH2:28][CH2:29]4)[CH2:20][CH2:19]3)[N:9]=[C:8]([C:5]3[CH:6]=[CH:7][C:2]([NH:1][C:40](=[O:49])[CH2:41][CH2:42][C:43]4[CH:48]=[CH:47][CH:46]=[CH:45][CH:44]=4)=[C:3]([O:31][CH3:32])[CH:4]=3)[C:16]=12.